From a dataset of Full USPTO retrosynthesis dataset with 1.9M reactions from patents (1976-2016). Predict the reactants needed to synthesize the given product. (1) Given the product [Cl:1][C:2]1[CH:27]=[CH:26][CH:25]=[C:24]([Cl:28])[C:3]=1[CH2:4][O:5][C:6]1[CH:10]=[C:9]([N:11]2[C:15]3[CH:16]=[N:17][CH:18]=[CH:19][C:14]=3[N:13]=[CH:12]2)[S:8][C:7]=1[C:20]([NH2:29])=[O:22], predict the reactants needed to synthesize it. The reactants are: [Cl:1][C:2]1[CH:27]=[CH:26][CH:25]=[C:24]([Cl:28])[C:3]=1[CH2:4][O:5][C:6]1[CH:10]=[C:9]([N:11]2[C:15]3[CH:16]=[N:17][CH:18]=[CH:19][C:14]=3[N:13]=[CH:12]2)[S:8][C:7]=1[C:20]([O:22]C)=O.[NH3:29]. (2) Given the product [NH2:18][C:9]1[C:8]2[N:7]=[C:6]([CH2:19][CH2:20][CH2:21][O:22][C:23]3[CH:28]=[CH:27][CH:26]=[CH:25][CH:24]=3)[N:5]([CH2:4][CH2:3][CH2:2][NH:1][S:30]([CH3:29])(=[O:32])=[O:31])[C:17]=2[C:16]2[CH:15]=[CH:14][CH:13]=[CH:12][C:11]=2[N:10]=1, predict the reactants needed to synthesize it. The reactants are: [NH2:1][CH2:2][CH2:3][CH2:4][N:5]1[C:17]2[C:16]3[CH:15]=[CH:14][CH:13]=[CH:12][C:11]=3[N:10]=[C:9]([NH2:18])[C:8]=2[N:7]=[C:6]1[CH2:19][CH2:20][CH2:21][O:22][C:23]1[CH:28]=[CH:27][CH:26]=[CH:25][CH:24]=1.[CH3:29][S:30](Cl)(=[O:32])=[O:31]. (3) Given the product [CH3:14][N:15]1[CH:19]=[C:18]([C:2]2[CH:8]=[CH:7][C:5]([NH2:6])=[C:4]([N+:9]([O-:11])=[O:10])[CH:3]=2)[CH:17]=[N:16]1, predict the reactants needed to synthesize it. The reactants are: Br[C:2]1[CH:8]=[CH:7][C:5]([NH2:6])=[C:4]([N+:9]([O-:11])=[O:10])[CH:3]=1.N#N.[CH3:14][N:15]1[CH:19]=[C:18](B2OC(C)(C)C(C)(C)O2)[CH:17]=[N:16]1.C(=O)([O-])[O-].[Na+].[Na+]. (4) The reactants are: C([N:11]([C:15]#[N:16])[C:12]([NH2:14])=[NH:13])CCCCCCCCC.[NH:17]1[CH2:22][CH2:21][CH2:20][CH2:19][CH2:18]1.[ClH:23].C(O[CH2:28][CH3:29])(=O)C.[C:30]1([CH3:37])[C:31]([CH3:36])=[CH:32][CH:33]=[CH:34][CH:35]=1. Given the product [ClH:23].[CH2:37]([NH:14][C:12]([NH:11][C:15](=[NH:16])[N:17]1[CH2:22][CH2:21][CH2:20][CH2:19][CH2:18]1)=[NH:13])[CH2:30][CH2:35][CH2:34][CH2:33][CH2:32][CH2:31][CH2:36][CH2:28][CH3:29], predict the reactants needed to synthesize it. (5) Given the product [F:37][C:34]([C:31]1[CH:30]=[CH:29][C:28]([C@@H:15]2[N:14]([C:38]3[N:39]=[N:40][C:41]([CH3:44])=[CH:42][CH:43]=3)[C:13](=[O:45])[C:12]([OH:11])=[C:16]2[C:17](=[O:27])[C:18]2[CH:19]=[CH:20][C:21]([CH:24]([CH3:25])[CH3:26])=[CH:22][CH:23]=2)=[CH:33][CH:32]=1)([F:36])[CH3:35], predict the reactants needed to synthesize it. The reactants are: COC(=O)[C@H]([O:11][C:12]1[C:13](=[O:45])[N:14]([C:38]2[N:39]=[N:40][C:41]([CH3:44])=[CH:42][CH:43]=2)[C@@H:15]([C:28]2[CH:33]=[CH:32][C:31]([C:34]([F:37])([F:36])[CH3:35])=[CH:30][CH:29]=2)[C:16]=1[C:17](=[O:27])[C:18]1[CH:23]=[CH:22][C:21]([CH:24]([CH3:26])[CH3:25])=[CH:20][CH:19]=1)C1C=CC=CC=1.